From a dataset of Full USPTO retrosynthesis dataset with 1.9M reactions from patents (1976-2016). Predict the reactants needed to synthesize the given product. Given the product [F:1][C:2]1[CH:7]=[CH:6][C:5]([CH3:8])=[CH:4][C:3]=1[NH:9][C:10]([NH:12][C:13]1[CH:14]=[CH:15][C:16]([O:17][C:18]2[CH:23]=[CH:22][N:21]=[C:20]3[CH:24]=[C:25]([C:27]([OH:29])=[O:28])[S:26][C:19]=23)=[CH:31][CH:32]=1)=[O:11], predict the reactants needed to synthesize it. The reactants are: [F:1][C:2]1[CH:7]=[CH:6][C:5]([CH3:8])=[CH:4][C:3]=1[NH:9][C:10]([NH:12][C:13]1[CH:32]=[CH:31][C:16]([O:17][C:18]2[CH:23]=[CH:22][N:21]=[C:20]3[CH:24]=[C:25]([C:27]([O:29]C)=[O:28])[S:26][C:19]=23)=[CH:15][CH:14]=1)=[O:11].[Li+].[OH-].CO.O.Cl.